This data is from Forward reaction prediction with 1.9M reactions from USPTO patents (1976-2016). The task is: Predict the product of the given reaction. (1) Given the reactants [CH3:1][O-:2].[Na+].[CH3:4][CH:5]1[CH:14]2[C:9]([C:16]3[CH:21]=[CH:20][CH:19]=[CH:18][CH:17]=3)([C:10](=[O:15])[CH2:11][CH2:12][CH2:13]2)[CH2:8][CH2:7][C:6]21[O:25][CH2:24][CH2:23][O:22]2, predict the reaction product. The product is: [OH:2]/[CH:1]=[C:11]1\[C:10](=[O:15])[C:9]2([C:16]3[CH:21]=[CH:20][CH:19]=[CH:18][CH:17]=3)[CH:14]([CH2:13][CH2:12]\1)[CH:5]([CH3:4])[C:6]1([O:22][CH2:23][CH2:24][O:25]1)[CH2:7][CH2:8]2. (2) Given the reactants CC1[N+](CC2C(N)=NC(C)=NC=2)=CSC=1CCOP(OP(O)(O)=O)(O)=O.C(CC(N)C(O)=O)CC(N)C(O)=O.[CH:40]1[CH:45]=[N+:44]([C@@H:46]2[O:50][C@H:49]([CH2:51][O:52][P:53]([O:56][P:57]([O:60][CH2:61][C@H:62]3[O:66][C@@H:65]([N:67]4[C:71]5[N:72]=[CH:73][N:74]=[C:75]([NH2:76])[C:70]=5[N:69]=[CH:68]4)[C@H:64]([O:77][P:78]([OH:81])([OH:80])=[O:79])[C@@H:63]3[OH:82])([OH:59])=[O:58])([OH:55])=[O:54])[C@@H:48]([OH:83])[C@H:47]2[OH:84])[CH:43]=[C:42]([C:85]([NH2:87])=[O:86])[CH:41]=1.C1C=[N+]([C@@H]2O[C@H](COP(OP(OC[C@H]3O[C@@H](N4C5N=CN=C(N)C=5N=C4)[C@H](O)[C@@H]3O)(O)=O)(O)=O)[C@@H](O)[C@H]2[O-])C=C(C(N)=S)C=1.CC([C@@H](O)C(NCCC(NCCS)=O)=O)(COP(OP(OC[C@H]1O[C@@H](N2C3N=CN=C(N)C=3N=C2)[C@H](O)[C@@H]1OP(O)(O)=O)(O)=O)(O)=O)C.N[C@H](C(O)=O)CCC(=O)O, predict the reaction product. The product is: [CH:73]1[N:74]=[C:75]([NH2:76])[C:70]2[N:69]=[CH:68][N:67]([C@@H:65]3[O:66][C@H:62]([CH2:61][O:60][P:57]([O:56][P:53]([O:52][CH2:51][C@H:49]4[O:50][C@@H:46]([N:44]5[CH:43]=[C:42]([C:85]([NH2:87])=[O:86])[CH2:41][CH:40]=[CH:45]5)[C@H:47]([OH:84])[C@@H:48]4[OH:83])([OH:55])=[O:54])([OH:59])=[O:58])[C@@H:63]([OH:82])[C@H:64]3[O:77][P:78]([OH:81])([OH:80])=[O:79])[C:71]=2[N:72]=1. (3) Given the reactants [CH3:1][O:2][C:3]1[C:8]([N+:9]([O-])=O)=[CH:7][C:6]([O:12][CH3:13])=[CH:5][C:4]=1[C:14]1[CH:19]=[CH:18][CH:17]=[CH:16][CH:15]=1, predict the reaction product. The product is: [CH3:1][O:2][C:3]1[C:8]([NH2:9])=[CH:7][C:6]([O:12][CH3:13])=[CH:5][C:4]=1[C:14]1[CH:19]=[CH:18][CH:17]=[CH:16][CH:15]=1. (4) Given the reactants [N:1]1([C:7]([N:9]2[CH2:14][CH:13]([C:15]3[CH:20]=[CH:19][C:18]([C:21]([F:24])([F:23])[F:22])=[CH:17][CH:16]=3)[CH2:12][CH:11]([C:25](O)=[O:26])[CH2:10]2)=[O:8])[CH2:6][CH2:5][S:4][CH2:3][CH2:2]1.O[N:29]=[C:30]([NH2:34])[CH2:31][CH2:32][OH:33], predict the reaction product. The product is: [OH:33][CH2:32][CH2:31][C:30]1[N:34]=[C:25]([CH:11]2[CH2:12][CH:13]([C:15]3[CH:20]=[CH:19][C:18]([C:21]([F:22])([F:23])[F:24])=[CH:17][CH:16]=3)[CH2:14][N:9]([C:7]([N:1]3[CH2:2][CH2:3][S:4][CH2:5][CH2:6]3)=[O:8])[CH2:10]2)[O:26][N:29]=1.